Dataset: Peptide-MHC class II binding affinity with 134,281 pairs from IEDB. Task: Regression. Given a peptide amino acid sequence and an MHC pseudo amino acid sequence, predict their binding affinity value. This is MHC class II binding data. (1) The peptide sequence is GEALSTLVLNRLKVG. The MHC is DRB1_0301 with pseudo-sequence DRB1_0301. The binding affinity (normalized) is 0. (2) The peptide sequence is YKTIAFDEEARR. The MHC is DRB1_0301 with pseudo-sequence DRB1_0301. The binding affinity (normalized) is 0.501. (3) The binding affinity (normalized) is 0. The peptide sequence is EAKITMLTNGQCQNIT. The MHC is DRB1_1301 with pseudo-sequence DRB1_1301. (4) The peptide sequence is LLNRNNSFKPFAEYK. The MHC is DRB1_1101 with pseudo-sequence DRB1_1101. The binding affinity (normalized) is 0.252. (5) The peptide sequence is KTLNDETKKQVNLMG. The MHC is DRB1_0405 with pseudo-sequence DRB1_0405. The binding affinity (normalized) is 0.381. (6) The MHC is DRB1_0901 with pseudo-sequence DRB1_0901. The binding affinity (normalized) is 0. The peptide sequence is NLMGKTLILLETFVR. (7) The peptide sequence is IAAMMTSPLSVASMT. The MHC is DRB1_1302 with pseudo-sequence DRB1_1302. The binding affinity (normalized) is 0.613. (8) The peptide sequence is LWEVKSAKPLTGPMN. The MHC is DRB1_1101 with pseudo-sequence DRB1_1101. The binding affinity (normalized) is 0.272. (9) The peptide sequence is AWRREHKDLDKLNHYSFGDV. The MHC is DRB1_0701 with pseudo-sequence DRB1_0701. The binding affinity (normalized) is 0.307.